From a dataset of Reaction yield outcomes from USPTO patents with 853,638 reactions. Predict the reaction yield, written as a fraction of the theoretical maximum amount of product (1.0 means a 100% yield; for example, 0.34 means a 34% yield). The reactants are [C:1]([NH:5][S:6]([C:9]1[CH:17]=[C:16]2[C:12]([C:13]([CH:26]3[CH2:31][CH2:30][CH2:29][CH2:28][CH2:27]3)=[C:14]([C:18]3[CH:23]=[CH:22][C:21]([CH3:24])=[CH:20][C:19]=3[NH2:25])[NH:15]2)=[CH:11][CH:10]=1)(=[O:8])=[O:7])([CH3:4])([CH3:3])[CH3:2].C([O-])(=O)C.[Na+].C(O)(=O)C.[Cl:41][CH2:42][C:43](Cl)=[O:44]. The catalyst is O1CCCC1. The product is [C:1]([NH:5][S:6]([C:9]1[CH:17]=[C:16]2[C:12]([C:13]([CH:26]3[CH2:27][CH2:28][CH2:29][CH2:30][CH2:31]3)=[C:14]([C:18]3[CH:23]=[CH:22][C:21]([CH3:24])=[CH:20][C:19]=3[NH:25][C:43](=[O:44])[CH2:42][Cl:41])[NH:15]2)=[CH:11][CH:10]=1)(=[O:8])=[O:7])([CH3:4])([CH3:2])[CH3:3]. The yield is 0.899.